From a dataset of Reaction yield outcomes from USPTO patents with 853,638 reactions. Predict the reaction yield, written as a fraction of the theoretical maximum amount of product (1.0 means a 100% yield; for example, 0.34 means a 34% yield). (1) The reactants are C([O-])=O.[NH4+].[N:5]1[CH:10]=[CH:9][CH:8]=[C:7]([CH2:11][CH2:12][CH:13]2[CH2:18][N:17]([C:19]([O:21][C:22]([CH3:25])([CH3:24])[CH3:23])=[O:20])[CH2:16][CH2:15][N:14]2C(OCC2C=CC=CC=2)=O)[CH:6]=1. The catalyst is CCO.[OH-].[OH-].[Pd+2]. The product is [N:5]1[CH:10]=[CH:9][CH:8]=[C:7]([CH2:11][CH2:12][CH:13]2[NH:14][CH2:15][CH2:16][N:17]([C:19]([O:21][C:22]([CH3:25])([CH3:24])[CH3:23])=[O:20])[CH2:18]2)[CH:6]=1. The yield is 0.600. (2) The reactants are Cl[CH2:2][C:3]([NH:5][C:6]1[CH:11]=[CH:10][CH:9]=[CH:8][CH:7]=1)=[O:4].C([O-])([O-])=O.[K+].[K+].[C:18]1([CH:25]=[CH:24][C:22]([OH:23])=[CH:21][CH:20]=1)[OH:19]. The catalyst is CN(C=O)C. The product is [OH:19][C:18]1[CH:25]=[CH:24][C:22]([O:23][CH2:2][C:3]([NH:5][C:6]2[CH:11]=[CH:10][CH:9]=[CH:8][CH:7]=2)=[O:4])=[CH:21][CH:20]=1. The yield is 0.310. (3) The reactants are Br[C:2]1[N:7]=[CH:6][C:5](/[CH:8]=[CH:9]/[CH:10]=[CH:11]/[C:12]2[S:13][C:14]3[CH:20]=[C:19]([O:21][CH3:22])[C:18]([O:23][CH3:24])=[CH:17][C:15]=3[N:16]=2)=[CH:4][CH:3]=1.O.[NH3:26]. No catalyst specified. The product is [CH3:24][O:23][C:18]1[C:19]([O:21][CH3:22])=[CH:20][C:14]2[S:13][C:12](/[CH:11]=[CH:10]/[CH:9]=[CH:8]/[C:5]3[CH:4]=[CH:3][C:2]([NH2:26])=[N:7][CH:6]=3)=[N:16][C:15]=2[CH:17]=1. The yield is 0.476.